Task: Regression/Classification. Given a drug SMILES string, predict its absorption, distribution, metabolism, or excretion properties. Task type varies by dataset: regression for continuous measurements (e.g., permeability, clearance, half-life) or binary classification for categorical outcomes (e.g., BBB penetration, CYP inhibition). For this dataset (solubility_aqsoldb), we predict Y.. Dataset: Aqueous solubility values for 9,982 compounds from the AqSolDB database (1) The drug is NS(=O)(=O)c1cc2c(s1)S(=O)(=O)CCC2=O. The Y is -3.02 log mol/L. (2) The compound is FC(F)=C(F)Cl. The Y is -2.16 log mol/L. (3) The Y is 0.772 log mol/L. The drug is CC(CO)(CO)[N+](=O)[O-]. (4) The compound is Nc1ccc2cc(S(=O)(=O)O)cc(O)c2c1. The Y is -2.88 log mol/L. (5) The compound is Cc1cc(=O)oc2c1cc(C)c1oc3c(c12)CCCC3. The Y is -5.09 log mol/L. (6) The molecule is NC(=O)NCl. The Y is 0.326 log mol/L.